This data is from Full USPTO retrosynthesis dataset with 1.9M reactions from patents (1976-2016). The task is: Predict the reactants needed to synthesize the given product. (1) Given the product [OH:6][C@H:5]([CH2:4][OH:3])[CH2:7][NH:8][C:9]([C:11]1[CH:12]=[N:13][N:14]2[CH:19]=[CH:18][C:17]([N:20]3[CH2:24][CH2:23][CH2:22][C@@H:21]3[C:25]3[C:26]([O:32][CH3:33])=[N:27][CH:28]=[C:29]([F:31])[CH:30]=3)=[N:16][C:15]=12)=[O:10], predict the reactants needed to synthesize it. The reactants are: CC1(C)[O:6][C@@H:5]([CH2:7][NH:8][C:9]([C:11]2[CH:12]=[N:13][N:14]3[CH:19]=[CH:18][C:17]([N:20]4[CH2:24][CH2:23][CH2:22][C@@H:21]4[C:25]4[C:26]([O:32][CH3:33])=[N:27][CH:28]=[C:29]([F:31])[CH:30]=4)=[N:16][C:15]=23)=[O:10])[CH2:4][O:3]1.Cl. (2) The reactants are: [CH3:1][O:2][C:3]([C:5]1[C:14]2[C:9](=[CH:10][C:11]([O:16][CH3:17])=[C:12]([OH:15])[CH:13]=2)[C:8](=[O:18])[N:7]([CH2:19][CH3:20])[CH:6]=1)=[O:4].[N:21]1[C:30]2[C:25](=[CH:26][CH:27]=[CH:28][CH:29]=2)[CH:24]=[CH:23][C:22]=1[CH2:31][CH2:32]O.C1C=CC(P(C2C=CC=CC=2)C2C=CC=CC=2)=CC=1.CCOC(/N=N/C(OCC)=O)=O. Given the product [CH3:1][O:2][C:3]([C:5]1[C:14]2[C:9](=[CH:10][C:11]([O:16][CH3:17])=[C:12]([O:15][CH2:32][CH2:31][C:22]3[CH:23]=[CH:24][C:25]4[C:30](=[CH:29][CH:28]=[CH:27][CH:26]=4)[N:21]=3)[CH:13]=2)[C:8](=[O:18])[N:7]([CH2:19][CH3:20])[CH:6]=1)=[O:4], predict the reactants needed to synthesize it. (3) Given the product [CH3:1][C:2]1([CH3:40])[N:6]([C:7]([O:9][C:10]([CH3:13])([CH3:12])[CH3:11])=[O:8])[C@@:5]([CH3:39])([C:14]2[S:50][C:18]([C:19]3[CH:24]=[CH:23][C:22]([O:25][CH2:26][CH2:27][CH2:28][CH2:29][CH2:30][CH2:31][CH2:32][CH3:33])=[C:21]([C:34]([F:37])([F:36])[F:35])[CH:20]=3)=[N:17][N:16]=2)[CH2:4][O:3]1, predict the reactants needed to synthesize it. The reactants are: [CH3:1][C:2]1([CH3:40])[N:6]([C:7]([O:9][C:10]([CH3:13])([CH3:12])[CH3:11])=[O:8])[C@:5]([CH3:39])([C:14]([NH:16][NH:17][C:18](=O)[C:19]2[CH:24]=[CH:23][C:22]([O:25][CH2:26][CH2:27][CH2:28][CH2:29][CH2:30][CH2:31][CH2:32][CH3:33])=[C:21]([C:34]([F:37])([F:36])[F:35])[CH:20]=2)=O)[CH2:4][O:3]1.COC1C=CC(P2(SP(C3C=CC(OC)=CC=3)(=S)S2)=[S:50])=CC=1. (4) Given the product [CH3:1][O:2][CH2:3][O:4][C:5]1[CH:11]=[CH:10][C:8]([NH:9][S:21]([C:18]2[CH:19]=[CH:20][C:15]([CH3:25])=[CH:16][CH:17]=2)(=[O:23])=[O:22])=[C:7]([N+:12]([O-:14])=[O:13])[CH:6]=1, predict the reactants needed to synthesize it. The reactants are: [CH3:1][O:2][CH2:3][O:4][C:5]1[CH:11]=[CH:10][C:8]([NH2:9])=[C:7]([N+:12]([O-:14])=[O:13])[CH:6]=1.[C:15]1([CH3:25])[CH:20]=[CH:19][C:18]([S:21](Cl)(=[O:23])=[O:22])=[CH:17][CH:16]=1.O. (5) Given the product [F:11][C:9]1[CH:10]=[C:2]([OH:26])[C:3]2[CH:4]=[CH:5][N:6]([C:12]3[CH:17]=[CH:16][C:15]([O:18][CH2:19][C:20]4[CH:21]=[CH:22][CH:23]=[CH:24][CH:25]=4)=[CH:14][CH:13]=3)[C:7]=2[CH:8]=1, predict the reactants needed to synthesize it. The reactants are: Br[C:2]1[CH:10]=[C:9]([F:11])[CH:8]=[C:7]2[C:3]=1[CH:4]=[CH:5][N:6]2[C:12]1[CH:17]=[CH:16][C:15]([O:18][CH2:19][C:20]2[CH:25]=[CH:24][CH:23]=[CH:22][CH:21]=2)=[CH:14][CH:13]=1.[OH-:26].[K+].P.CC(P(C(C)(C)C)C1C=CC=CC=1C1C(C(C)C)=CC(C(C)C)=CC=1C(C)C)(C)C. (6) The reactants are: [Cl:1][C:2]1[O:6][C:5]([CH:7]([O:10][C:11]2[C:12]([F:21])=[C:13]([C:17]([F:20])=[CH:18][CH:19]=2)[C:14]([NH2:16])=[O:15])[CH2:8][OH:9])=[N:4][C:3]=1[C:22]1[CH:27]=[CH:26][C:25]([C:28]([F:31])([F:30])[F:29])=[CH:24][CH:23]=1.CCN(CC)CC.[CH3:39][S:40](Cl)(=[O:42])=[O:41].O. Given the product [CH3:39][S:40]([O:9][CH2:8][CH:7]([O:10][C:11]1[CH:19]=[CH:18][C:17]([F:20])=[C:13]([C:14](=[O:15])[NH2:16])[C:12]=1[F:21])[C:5]1[O:6][C:2]([Cl:1])=[C:3]([C:22]2[CH:27]=[CH:26][C:25]([C:28]([F:29])([F:30])[F:31])=[CH:24][CH:23]=2)[N:4]=1)(=[O:42])=[O:41], predict the reactants needed to synthesize it. (7) The reactants are: [CH2:1]([N:5]1[CH:11]([CH3:12])[CH2:10][C:9]([CH3:14])([CH3:13])[NH:8][C:7]([CH3:16])([CH3:15])[C:6]1=[O:17])[CH2:2][CH2:3][CH3:4].[CH3:18]C(CC)=O. Given the product [CH2:1]([N:5]1[CH:11]([CH3:12])[CH2:10][C:9]([CH3:14])([CH3:13])[NH:8][C:7]([CH2:15][CH3:18])([CH3:16])[C:6]1=[O:17])[CH2:2][CH2:3][CH3:4], predict the reactants needed to synthesize it. (8) Given the product [O:47]=[C:43]1[CH2:42][C:41]2[C:45](=[CH:46][C:38]([C:22]3[C:21]([C:24]4[CH:29]=[CH:28][N:27]=[CH:26][CH:25]=4)=[N:20][N:19]4[C:14]([CH:9]5[CH2:8][CH:7]6[N:6]([C:4]([O:3][CH2:1][CH3:2])=[O:5])[CH:11]([CH2:12][CH2:13]6)[CH2:10]5)=[CH:15][CH:16]=[N:17][C:18]=34)=[CH:39][CH:40]=2)[NH:44]1, predict the reactants needed to synthesize it. The reactants are: [CH2:1]([O:3][C:4]([N:6]1[CH:11]2[CH2:12][CH2:13][CH:7]1[CH2:8][CH:9]([C:14]1[N:19]3[N:20]=[C:21]([C:24]4[CH:29]=[CH:28][N:27]=[CH:26][CH:25]=4)[C:22](I)=[C:18]3[N:17]=[CH:16][CH:15]=1)[CH2:10]2)=[O:5])[CH3:2].CC1(C)C(C)(C)OB([C:38]2[CH:46]=[C:45]3[C:41]([CH2:42][C:43](=[O:47])[NH:44]3)=[CH:40][CH:39]=2)O1. (9) Given the product [CH3:1][O:2][C:3]1[CH:12]=[C:11]2[C:6]([C:7]([CH3:20])=[CH:8][C:9]([NH:13][C@H:14]3[CH2:18][CH2:17][C@H:16]([NH:19][CH2:31][C:24]4[C:25]5=[N:26][CH:27]=[CH:28][CH:29]=[C:30]5[N:22]([CH3:21])[CH:23]=4)[CH2:15]3)=[N:10]2)=[CH:5][CH:4]=1, predict the reactants needed to synthesize it. The reactants are: [CH3:1][O:2][C:3]1[CH:12]=[C:11]2[C:6]([C:7]([CH3:20])=[CH:8][C:9]([NH:13][C@H:14]3[CH2:18][CH2:17][C@H:16]([NH2:19])[CH2:15]3)=[N:10]2)=[CH:5][CH:4]=1.[CH3:21][N:22]1[C:30]2[C:25](=[N:26][CH:27]=[CH:28][CH:29]=2)[C:24]([CH:31]=O)=[CH:23]1.[BH4-].[Na+].Cl.[OH-].[Na+]. (10) The reactants are: [F:1]/[C:2](/[C:17]1[CH:21]=[C:20]([CH3:22])[N:19]([CH2:23][C:24]2[CH:25]=[C:26]([CH:30]=[CH:31][CH:32]=2)[C:27]([OH:29])=O)[N:18]=1)=[CH:3]\[C:4]1[CH:9]=[CH:8][C:7]([C:10]([CH3:16])([CH3:15])[C:11]([F:14])([F:13])[F:12])=[CH:6][CH:5]=1.[NH:33]1[CH2:37][CH2:36][CH2:35][CH2:34]1. Given the product [F:1]/[C:2](/[C:17]1[CH:21]=[C:20]([CH3:22])[N:19]([CH2:23][C:24]2[CH:25]=[C:26]([C:27]([N:33]3[CH2:37][CH2:36][CH2:35][CH2:34]3)=[O:29])[CH:30]=[CH:31][CH:32]=2)[N:18]=1)=[CH:3]\[C:4]1[CH:9]=[CH:8][C:7]([C:10]([CH3:15])([CH3:16])[C:11]([F:14])([F:13])[F:12])=[CH:6][CH:5]=1, predict the reactants needed to synthesize it.